This data is from Forward reaction prediction with 1.9M reactions from USPTO patents (1976-2016). The task is: Predict the product of the given reaction. The product is: [CH2:1]([O:3][C:4]([C@@H:6]1[CH2:10][CH2:9][CH2:8][C@@H:7]1[NH:11][CH2:12][CH2:13][CH:14]([CH3:15])[CH3:16])=[O:5])[CH3:2].[CH2:1]([O:3][C:4]([C@@H:6]1[CH2:10][CH2:9][CH2:8][C@H:7]1[NH:11][CH2:12][CH2:13][CH:14]([CH3:15])[CH3:16])=[O:5])[CH3:2]. Given the reactants [CH2:1]([O:3][C:4]([C:6]1[CH2:10][CH2:9][CH2:8][C:7]=1[NH:11][CH2:12][CH2:13][CH:14]([CH3:16])[CH3:15])=[O:5])[CH3:2].B.N1C=CC=CC=1, predict the reaction product.